From a dataset of Peptide-MHC class I binding affinity with 185,985 pairs from IEDB/IMGT. Regression. Given a peptide amino acid sequence and an MHC pseudo amino acid sequence, predict their binding affinity value. This is MHC class I binding data. (1) The peptide sequence is KIGEVIGPK. The MHC is HLA-B48:01 with pseudo-sequence HLA-B48:01. The binding affinity (normalized) is 0.0847. (2) The peptide sequence is RYSIFFDY. The MHC is HLA-A03:01 with pseudo-sequence HLA-A03:01. The binding affinity (normalized) is 0.0527. (3) The peptide sequence is RSPWDEWVVEV. The MHC is Mamu-A01 with pseudo-sequence Mamu-A01. The binding affinity (normalized) is 0.482. (4) The peptide sequence is RADSMMLGY. The MHC is HLA-A02:06 with pseudo-sequence HLA-A02:06. The binding affinity (normalized) is 0.0847. (5) The peptide sequence is EPGPSGLLI. The MHC is HLA-A02:03 with pseudo-sequence HLA-A02:03. The binding affinity (normalized) is 0.0847. (6) The peptide sequence is AFEFINSLLK. The MHC is HLA-B07:02 with pseudo-sequence HLA-B07:02. The binding affinity (normalized) is 0.